Dataset: Full USPTO retrosynthesis dataset with 1.9M reactions from patents (1976-2016). Task: Predict the reactants needed to synthesize the given product. (1) Given the product [NH2:19][C:6]1[C:5]([Cl:4])=[CH:17][CH:16]=[C:15]2[C:7]=1[C:8]1[CH2:9][CH2:10][CH2:11][C:12](=[O:18])[C:13]=1[NH:14]2, predict the reactants needed to synthesize it. The reactants are: [Cl-].[Ca+2].[Cl-].[Cl:4][C:5]1[C:6]([N+:19]([O-])=O)=[C:7]2[C:15](=[CH:16][CH:17]=1)[NH:14][C:13]1[C:12](=[O:18])[CH2:11][CH2:10][CH2:9][C:8]2=1. (2) Given the product [F:13][C:14]1[CH:21]=[CH:20][C:17]([CH2:18][NH:19][C:1](=[O:11])[C:2]2[C:3](=[CH:7][CH:8]=[CH:9][CH:10]=2)[C:4]([NH:19][CH2:18][C:17]2[CH:20]=[CH:21][C:14]([F:13])=[CH:15][CH:16]=2)=[O:5])=[CH:16][CH:15]=1, predict the reactants needed to synthesize it. The reactants are: [C:1](Cl)(=[O:11])[C:2]1[C:3](=[CH:7][CH:8]=[CH:9][CH:10]=1)[C:4](Cl)=[O:5].[F:13][C:14]1[CH:21]=[CH:20][C:17]([CH2:18][NH2:19])=[CH:16][CH:15]=1. (3) Given the product [CH2:1]([C@@:3]12[CH2:16][C@:15]([OH:18])([CH3:17])[C@:14]([OH:25])([C:19]3[CH:24]=[CH:23][CH:22]=[CH:21][CH:20]=3)[CH2:13][C@@H:12]1[CH2:11][CH2:10][C:9]1[CH:8]=[C:7]([O:26][CH2:27][C:28]([NH:31][CH2:32][C:33]3[CH:38]=[CH:37][N:36]=[CH:35][CH:34]=3)=[O:29])[CH:6]=[CH:5][C:4]2=1)[CH3:2], predict the reactants needed to synthesize it. The reactants are: [CH2:1]([C@@:3]12[CH2:16][C@:15]([OH:18])([CH3:17])[C@:14]([OH:25])([C:19]3[CH:24]=[CH:23][CH:22]=[CH:21][CH:20]=3)[CH2:13][C@H:12]1[CH2:11][CH2:10][C:9]1[CH:8]=[C:7]([O:26][CH2:27][C:28](O)=[O:29])[CH:6]=[CH:5][C:4]2=1)[CH3:2].[NH2:31][CH2:32][C:33]1[CH:38]=[CH:37][N:36]=[CH:35][CH:34]=1. (4) Given the product [N:20]1[CH:25]=[CH:24][CH:23]=[CH:22][C:21]=1[CH2:26][NH:27][C:17]([C:15]1[CH:16]=[C:11]([C:5]2[CH:4]=[C:3]([CH2:1][CH3:2])[C:8](=[O:9])[NH:7][C:6]=2[CH3:10])[CH:12]=[N:13][CH:14]=1)=[O:19], predict the reactants needed to synthesize it. The reactants are: [CH2:1]([C:3]1[C:8](=[O:9])[NH:7][C:6]([CH3:10])=[C:5]([C:11]2[CH:12]=[N:13][CH:14]=[C:15]([C:17]([OH:19])=O)[CH:16]=2)[CH:4]=1)[CH3:2].[N:20]1[CH:25]=[CH:24][CH:23]=[CH:22][C:21]=1[CH2:26][NH2:27]. (5) Given the product [CH2:22]([NH:29][C:3]([C:5]1[S:9][C:8]([NH:10][C:11](=[O:18])[C:12]2[CH:13]=[CH:14][CH:15]=[CH:16][CH:17]=2)=[N:7][CH:6]=1)=[O:4])[C:23]1[CH:28]=[CH:27][CH:26]=[CH:25][CH:24]=1, predict the reactants needed to synthesize it. The reactants are: CO[C:3]([C:5]1[S:9][C:8]([NH:10][C:11](=[O:18])[C:12]2[CH:17]=[CH:16][CH:15]=[CH:14][CH:13]=2)=[N:7][CH:6]=1)=[O:4].[C-]#N.[Na+].[CH2:22]([NH2:29])[C:23]1[CH:28]=[CH:27][CH:26]=[CH:25][CH:24]=1. (6) The reactants are: [Br:1][C:2]1[CH:11]=[CH:10][CH:9]=[C:8]2[C:3]=1[CH:4]=[CH:5][N:6]=[CH:7]2.[N+:12]([O-])([O-:14])=[O:13].[K+].C([O-])([O-])=O.[Na+].[Na+]. Given the product [Br:1][C:2]1[CH:11]=[CH:10][C:9]([N+:12]([O-:14])=[O:13])=[C:8]2[C:3]=1[CH:4]=[CH:5][N:6]=[CH:7]2, predict the reactants needed to synthesize it. (7) Given the product [C:8]1([C:6](=[O:7])[C:5]([NH2:2])=[O:4])[C:18]2=[C:19]3[C:14](=[CH:15][CH:16]=[CH:17]2)[CH2:13][CH2:12][CH2:11][N:10]3[CH:9]=1, predict the reactants needed to synthesize it. The reactants are: [OH-].[NH4+:2].C[O:4][C:5](=O)[C:6]([C:8]1[C:18]2=[C:19]3[C:14](=[CH:15][CH:16]=[CH:17]2)[CH2:13][CH2:12][CH2:11][N:10]3[CH:9]=1)=[O:7].